From a dataset of Reaction yield outcomes from USPTO patents with 853,638 reactions. Predict the reaction yield, written as a fraction of the theoretical maximum amount of product (1.0 means a 100% yield; for example, 0.34 means a 34% yield). (1) The reactants are [N+:1]([C:4]1[CH:9]=[CH:8][C:7](B(O)O)=[CH:6][CH:5]=1)([O-:3])=[O:2].C(=O)([O-])[O-].[Na+].[Na+].[NH2:19][C:20]1[C:29](Br)=[N:28][C:27]([Br:31])=[CH:26][C:21]=1[C:22]([O:24][CH3:25])=[O:23]. No catalyst specified. The product is [NH2:19][C:20]1[C:29]([C:7]2[CH:8]=[CH:9][C:4]([N+:1]([O-:3])=[O:2])=[CH:5][CH:6]=2)=[N:28][C:27]([Br:31])=[CH:26][C:21]=1[C:22]([O:24][CH3:25])=[O:23]. The yield is 0.660. (2) The reactants are S(=O)(=O)(O)O.[C:6]([C:8]1[CH:9]=[N:10][CH:11]=[CH:12][CH:13]=1)#[N:7].[CH3:14][O:15][C:16]1[C:24]2[O:23][C:22]([CH3:26])([CH3:25])[CH2:21][C:20]=2[CH:19]=[C:18]([CH:27]=[C:28]([CH3:30])[CH3:29])[CH:17]=1. The catalyst is C1(C)C=CC=CC=1.C(O)(=O)C. The product is [CH3:14][O:15][C:16]1[CH:17]=[C:18]2[C:19](=[C:20]3[CH2:21][C:22]([CH3:26])([CH3:25])[O:23][C:24]=13)[C:6]([C:8]1[CH:9]=[N:10][CH:11]=[CH:12][CH:13]=1)=[N:7][C:28]([CH3:30])([CH3:29])[CH2:27]2. The yield is 0.300. (3) The product is [Br:1][C:2]1[CH:11]=[C:10]2[C:5]([C:6](=[O:17])[C:7]([C:12]([O:14][CH2:15][CH3:16])=[O:13])=[CH:8][N:9]2[CH2:24][CH3:25])=[CH:4][CH:3]=1. The reactants are [Br:1][C:2]1[CH:11]=[C:10]2[C:5]([C:6](=[O:17])[C:7]([C:12]([O:14][CH2:15][CH3:16])=[O:13])=[CH:8][NH:9]2)=[CH:4][CH:3]=1.C(=O)([O-])[O-].[K+].[K+].[CH2:24](Br)[CH3:25]. The catalyst is CN(C)C=O. The yield is 0.688. (4) The reactants are [F:1][C:2]1[CH:3]=[C:4]([C:8]2[CH2:9][CH2:10][C:11]([C:20](O)=[O:21])([C:14]3[CH:19]=[CH:18][CH:17]=[CH:16][CH:15]=3)[CH2:12][CH:13]=2)[CH:5]=[N:6][CH:7]=1.CCN(CC)CC.CN(C(F)=[N+](C)C)C.F[P-](F)(F)(F)(F)F.[NH2:45][O:46]C1CCCCO1.Cl. The catalyst is C(OCC)C.CO.CN(C=O)C. The product is [F:1][C:2]1[CH:3]=[C:4]([C:8]2[CH2:9][CH2:10][C:11]([C:20]([NH:45][OH:46])=[O:21])([C:14]3[CH:15]=[CH:16][CH:17]=[CH:18][CH:19]=3)[CH2:12][CH:13]=2)[CH:5]=[N:6][CH:7]=1. The yield is 0.760.